This data is from Full USPTO retrosynthesis dataset with 1.9M reactions from patents (1976-2016). The task is: Predict the reactants needed to synthesize the given product. (1) Given the product [C:11]([C:9]1[N:10]=[C:6]([C:4]([OH:5])=[O:3])[O:7][C:8]=1[CH3:15])([CH3:14])([CH3:12])[CH3:13], predict the reactants needed to synthesize it. The reactants are: C([O:3][C:4]([C:6]1[O:7][C:8]([CH3:15])=[C:9]([C:11]([CH3:14])([CH3:13])[CH3:12])[N:10]=1)=[O:5])C.[OH-].[Na+].Cl. (2) Given the product [C:24]([O:23][C:21]([NH:20][C@H:19]([C:28]([O:30][C:31]([CH3:34])([CH3:33])[CH3:32])=[O:29])[CH2:18][C@H:17]([CH2:16][C:15]1[CH:42]=[CH:43][C:12]([CH2:11][CH2:10][CH2:9][OH:8])=[CH:13][CH:14]=1)[C:35]([O:37][C:38]([CH3:40])([CH3:39])[CH3:41])=[O:36])=[O:22])([CH3:25])([CH3:26])[CH3:27], predict the reactants needed to synthesize it. The reactants are: C([O:8][CH2:9][CH2:10][CH2:11][C:12]1[CH:43]=[CH:42][C:15]([CH2:16][C@H:17]([C:35]([O:37][C:38]([CH3:41])([CH3:40])[CH3:39])=[O:36])[CH2:18][C@@H:19]([C:28]([O:30][C:31]([CH3:34])([CH3:33])[CH3:32])=[O:29])[NH:20][C:21]([O:23][C:24]([CH3:27])([CH3:26])[CH3:25])=[O:22])=[CH:14][CH:13]=1)C1C=CC=CC=1. (3) Given the product [CH2:1]([C@:3]1([C:32]([OH:34])=[O:33])[CH2:7][CH2:6][CH2:5][C@H:4]1[N:8]([CH3:31])[S:9]([C:12]1[CH:17]=[CH:16][C:15]([O:18][CH2:19][C:20]2[C:29]3[C:24](=[CH:25][CH:26]=[CH:27][CH:28]=3)[N:23]=[C:22]([CH3:30])[CH:21]=2)=[CH:14][CH:13]=1)(=[O:10])=[O:11])[CH3:2], predict the reactants needed to synthesize it. The reactants are: [CH2:1]([C@:3]1([C:32]([O:34]C)=[O:33])[CH2:7][CH2:6][CH2:5][C@H:4]1[N:8]([CH3:31])[S:9]([C:12]1[CH:17]=[CH:16][C:15]([O:18][CH2:19][C:20]2[C:29]3[C:24](=[CH:25][CH:26]=[CH:27][CH:28]=3)[N:23]=[C:22]([CH3:30])[CH:21]=2)=[CH:14][CH:13]=1)(=[O:11])=[O:10])[CH3:2].[OH-].[Na+].Cl.C(N(CC)CC)C. (4) The reactants are: [F:1][C:2]1[C:7]([F:8])=[CH:6][C:5](B(O)O)=[C:4]([O:12][CH3:13])[CH:3]=1.I[C:15]1[CH:20]=[CH:19][C:18]([OH:21])=[CH:17][CH:16]=1.C(=O)([O-])[O-].[K+].[K+]. Given the product [F:1][C:2]1[C:7]([F:8])=[CH:6][C:5]([C:15]2[CH:20]=[CH:19][C:18]([OH:21])=[CH:17][CH:16]=2)=[C:4]([O:12][CH3:13])[CH:3]=1, predict the reactants needed to synthesize it. (5) Given the product [CH3:19][C:2]1[N:7]=[CH:6][N:5]=[C:4]([C:8]2[CH:14]=[C:13]([C:15]([F:18])([F:17])[F:16])[CH:12]=[CH:11][C:9]=2[NH2:10])[CH:3]=1, predict the reactants needed to synthesize it. The reactants are: Cl[C:2]1[N:7]=[CH:6][N:5]=[C:4]([C:8]2[CH:14]=[C:13]([C:15]([F:18])([F:17])[F:16])[CH:12]=[CH:11][C:9]=2[NH2:10])[CH:3]=1.[CH3:19]B1OB(C)OB(C)O1.P([O-])([O-])([O-])=O.[K+].[K+].[K+].P([O-])(O)(O)=O.[K+]. (6) Given the product [Br:27][CH2:18][C:13]1[C:12]([F:19])=[C:11]([O:10][C:4]2[CH:5]=[C:6]([C:8]#[N:9])[CH:7]=[C:2]([Cl:1])[N:3]=2)[C:16]([Cl:17])=[CH:15][CH:14]=1, predict the reactants needed to synthesize it. The reactants are: [Cl:1][C:2]1[CH:7]=[C:6]([C:8]#[N:9])[CH:5]=[C:4]([O:10][C:11]2[C:16]([Cl:17])=[CH:15][CH:14]=[C:13]([CH3:18])[C:12]=2[F:19])[N:3]=1.C1C(=O)N([Br:27])C(=O)C1. (7) Given the product [O:26]1[CH2:27][CH2:28][N:23]([C:5]2[C:6]3[N:7]([CH:8]=[C:9]([CH2:11][CH2:12][C:13]4[CH:22]=[CH:21][C:20]5[C:15](=[CH:16][CH:17]=[CH:18][CH:19]=5)[N:14]=4)[N:10]=3)[C:2]([C:37]3[CH:38]=[CH:39][C:40]([N:43]4[C:47](=[O:48])[N:46]([CH2:49][O:50][CH2:51][CH2:52][Si:53]([CH3:56])([CH3:55])[CH3:54])[N:45]=[CH:44]4)=[CH:41][CH:42]=3)=[CH:3][N:4]=2)[CH2:24][CH2:25]1, predict the reactants needed to synthesize it. The reactants are: Br[C:2]1[N:7]2[CH:8]=[C:9]([CH2:11][CH2:12][C:13]3[CH:22]=[CH:21][C:20]4[C:15](=[CH:16][CH:17]=[CH:18][CH:19]=4)[N:14]=3)[N:10]=[C:6]2[C:5]([N:23]2[CH2:28][CH2:27][O:26][CH2:25][CH2:24]2)=[N:4][CH:3]=1.CC1(C)C(C)(C)OB([C:37]2[CH:42]=[CH:41][C:40]([N:43]3[C:47](=[O:48])[N:46]([CH2:49][O:50][CH2:51][CH2:52][Si:53]([CH3:56])([CH3:55])[CH3:54])[N:45]=[CH:44]3)=[CH:39][CH:38]=2)O1.C([O-])([O-])=O.[Na+].[Na+]. (8) Given the product [Cl:5][C:6]1[C:11]([CH2:12][CH3:13])=[C:10]([F:14])[CH:9]=[CH:8][C:7]=1[C:15]([OH:17])=[O:3], predict the reactants needed to synthesize it. The reactants are: BrBr.[OH-:3].[Na+].[Cl:5][C:6]1[C:11]([CH2:12][CH3:13])=[C:10]([F:14])[CH:9]=[CH:8][C:7]=1[C:15](=[O:17])C.O. (9) The reactants are: [CH3:1][O:2][C:3]1[CH:4]=[CH:5][C:6]([C:14](=O)[C:15]2[CH:20]=[C:19]([CH2:21][CH2:22][CH3:23])[C:18]([O:24][CH3:25])=[CH:17][C:16]=2[CH2:26][CH2:27][CH3:28])=[C:7]([O:9][N:10]=C(C)C)[CH:8]=1. Given the product [CH3:1][O:2][C:3]1[CH:4]=[CH:5][C:6]2[C:14]([C:15]3[CH:20]=[C:19]([CH2:21][CH2:22][CH3:23])[C:18]([O:24][CH3:25])=[CH:17][C:16]=3[CH2:26][CH2:27][CH3:28])=[N:10][O:9][C:7]=2[CH:8]=1, predict the reactants needed to synthesize it. (10) The reactants are: Cl.[NH2:2][C:3]1[C:4]2[C:14]([O:15][CH2:16][C:17]3([NH2:21])[CH2:20][CH2:19][CH2:18]3)=[CH:13][CH:12]=[CH:11][C:5]=2[NH:6][S:7](=[O:10])(=[O:9])[N:8]=1.[CH3:22][C:23]1[CH:24]=[C:25]([CH:29]=[CH:30][N:31]=1)[C:26](O)=[O:27]. Given the product [NH2:2][C:3]1[C:4]2[C:14]([O:15][CH2:16][C:17]3([NH:21][C:26](=[O:27])[C:25]4[CH:29]=[CH:30][N:31]=[C:23]([CH3:22])[CH:24]=4)[CH2:20][CH2:19][CH2:18]3)=[CH:13][CH:12]=[CH:11][C:5]=2[NH:6][S:7](=[O:10])(=[O:9])[N:8]=1, predict the reactants needed to synthesize it.